Dataset: Full USPTO retrosynthesis dataset with 1.9M reactions from patents (1976-2016). Task: Predict the reactants needed to synthesize the given product. (1) Given the product [C:22]([N:16]1[CH2:21][CH2:20][N:19]([C:2]2[CH:9]=[CH:8][C:5]([CH:6]=[O:7])=[CH:4][CH:3]=2)[CH2:18][CH2:17]1)(=[O:24])[CH3:23], predict the reactants needed to synthesize it. The reactants are: F[C:2]1[CH:9]=[CH:8][C:5]([CH:6]=[O:7])=[CH:4][CH:3]=1.C(=O)([O-])[O-].[K+].[K+].[N:16]1([C:22](=[O:24])[CH3:23])[CH2:21][CH2:20][NH:19][CH2:18][CH2:17]1. (2) Given the product [Cl:1][C:2]1[CH:3]=[C:4]([CH:8]=[CH:9][CH:10]=1)[C:5]([NH:11][CH2:12][C:13]1[CH:20]=[CH:19][C:16]([C:17]#[N:18])=[CH:15][C:14]=1[N+:21]([O-:23])=[O:22])=[O:7], predict the reactants needed to synthesize it. The reactants are: [Cl:1][C:2]1[CH:3]=[C:4]([CH:8]=[CH:9][CH:10]=1)[C:5]([OH:7])=O.[NH2:11][CH2:12][C:13]1[CH:20]=[CH:19][C:16]([C:17]#[N:18])=[CH:15][C:14]=1[N+:21]([O-:23])=[O:22]. (3) Given the product [OH:8][C:9]1[CH:36]=[CH:35][C:34]([N:37]2[CH2:38][CH2:39][O:40][CH2:41][CH2:42]2)=[CH:33][C:10]=1[C:11]([NH:13][C:14]1[CH:26]=[C:25]([C:27]2[CH:28]=[CH:29][CH:30]=[CH:31][CH:32]=2)[CH:24]=[CH:23][C:15]=1[C:16]([OH:18])=[O:17])=[O:12], predict the reactants needed to synthesize it. The reactants are: FC(F)(F)C(O)=O.[OH:8][C:9]1[CH:36]=[CH:35][C:34]([N:37]2[CH2:42][CH2:41][O:40][CH2:39][CH2:38]2)=[CH:33][C:10]=1[C:11]([NH:13][C:14]1[CH:26]=[C:25]([C:27]2[CH:32]=[CH:31][CH:30]=[CH:29][CH:28]=2)[CH:24]=[CH:23][C:15]=1[C:16]([O:18]C(C)(C)C)=[O:17])=[O:12]. (4) The reactants are: [S:1](=[O:30])(=[O:29])([O:3][CH2:4][C@@H:5]1[CH2:9][C@@H:8]([N:10]2[C:14]3[N:15]=[CH:16][N:17]=[C:18]([NH:19][C@@H:20]4[C:28]5[C:23](=[CH:24][CH:25]=[CH:26][CH:27]=5)[CH2:22][CH2:21]4)[C:13]=3[CH:12]=[CH:11]2)[CH:7]=[CH:6]1)[NH2:2]. Given the product [S:1](=[O:30])(=[O:29])([O:3][CH2:4][C@H:5]1[CH2:6][CH2:7][C@H:8]([N:10]2[C:14]3[N:15]=[CH:16][N:17]=[C:18]([NH:19][C@@H:20]4[C:28]5[C:23](=[CH:24][CH:25]=[CH:26][CH:27]=5)[CH2:22][CH2:21]4)[C:13]=3[CH:12]=[CH:11]2)[CH2:9]1)[NH2:2], predict the reactants needed to synthesize it. (5) Given the product [N:21]1[CH:26]=[CH:25][CH:24]=[C:23]([C:2]2[CH:7]=[C:6]([O:8][CH2:9][C:10]3[CH:15]=[CH:14][CH:13]=[CH:12][N:11]=3)[N:5]=[C:4]3[CH2:16][CH2:17][CH2:18][CH2:19][CH2:20][C:3]=23)[CH:22]=1, predict the reactants needed to synthesize it. The reactants are: Cl[C:2]1[CH:7]=[C:6]([O:8][CH2:9][C:10]2[CH:15]=[CH:14][CH:13]=[CH:12][N:11]=2)[N:5]=[C:4]2[CH2:16][CH2:17][CH2:18][CH2:19][CH2:20][C:3]=12.[N:21]1[CH:26]=[CH:25][CH:24]=[C:23](B(O)O)[CH:22]=1.C(=O)([O-])[O-].[K+].[K+].O1CCOCC1.O. (6) Given the product [CH3:1][C:2]1[C:7]([CH3:8])=[CH:6][CH:5]=[CH:4][C:3]=1[C:9]1[CH:10]=[C:11]([C:14]([NH:29][NH2:30])=[O:16])[NH:12][CH:13]=1, predict the reactants needed to synthesize it. The reactants are: [CH3:1][C:2]1[C:7]([CH3:8])=[CH:6][CH:5]=[CH:4][C:3]=1[C:9]1[CH:10]=[C:11]([C:14]([O:16]CC)=O)[NH:12][CH:13]=1.ClC1C=CC=CC=1C1C=C(C(OC)=O)[NH:29][N:30]=1. (7) Given the product [CH2:28]([O:27][C:16]1[C:17]([CH:24]([CH3:26])[CH3:25])=[CH:18][C:19]([CH:21]([CH3:23])[CH3:22])=[CH:20][C:15]=1[C:12]1[N:10]2[CH:11]=[C:6]([CH:5]=[CH:4][C:3]([OH:30])=[O:2])[CH:7]=[CH:8][C:9]2=[N:14][CH:13]=1)[CH3:29], predict the reactants needed to synthesize it. The reactants are: C[O:2][C:3](=[O:30])[CH:4]=[CH:5][C:6]1[CH:7]=[CH:8][C:9]2[N:10]([C:12]([C:15]3[CH:20]=[C:19]([CH:21]([CH3:23])[CH3:22])[CH:18]=[C:17]([CH:24]([CH3:26])[CH3:25])[C:16]=3[O:27][CH2:28][CH3:29])=[CH:13][N:14]=2)[CH:11]=1.[Cl-].[NH4+].